This data is from Retrosynthesis with 50K atom-mapped reactions and 10 reaction types from USPTO. The task is: Predict the reactants needed to synthesize the given product. Given the product CC(=O)N[C@@H](Cc1ccc(Nc2cc(-c3ccccc3)ccn2)cc1)[C@H]1CN(C2(c3cccc(C(C)C)c3)CC2)C(=O)O1, predict the reactants needed to synthesize it. The reactants are: CC(=O)N[C@@H](Cc1ccc(N)cc1)[C@H]1CN(C2(c3cccc(C(C)C)c3)CC2)C(=O)O1.Clc1cc(-c2ccccc2)ccn1.